This data is from Reaction yield outcomes from USPTO patents with 853,638 reactions. The task is: Predict the reaction yield, written as a fraction of the theoretical maximum amount of product (1.0 means a 100% yield; for example, 0.34 means a 34% yield). (1) The catalyst is ClCCl. The yield is 0.670. The product is [OH:6][CH:5]([C:7]1[CH:12]=[CH:11][CH:10]=[CH:9][CH:8]=1)[CH2:4][CH2:3][N:2]([CH3:1])[C:28](=[O:29])[O:30][C:31]([CH3:32])([CH3:33])[CH3:34]. The reactants are [CH3:1][NH:2][CH2:3][CH2:4][CH:5]([C:7]1[CH:12]=[CH:11][CH:10]=[CH:9][CH:8]=1)[OH:6].C(N(CC)CC)C.[C:28](O[C:28]([O:30][C:31]([CH3:34])([CH3:33])[CH3:32])=[O:29])([O:30][C:31]([CH3:34])([CH3:33])[CH3:32])=[O:29].[Cl-].[NH4+]. (2) The reactants are [Cl-].[Al+3].[Cl-].[Cl-].[CH3:5][C:6]1[CH:7]=[C:8]([SH:13])[CH:9]=[C:10]([CH3:12])[CH:11]=1.[C:14](Cl)(=[O:18])[C:15](Cl)=[O:16]. The catalyst is C(Cl)Cl. The product is [CH3:12][C:10]1[C:9]2[C:15](=[O:16])[C:14](=[O:18])[S:13][C:8]=2[CH:7]=[C:6]([CH3:5])[CH:11]=1. The yield is 0.350.